Regression. Given two drug SMILES strings and cell line genomic features, predict the synergy score measuring deviation from expected non-interaction effect. From a dataset of Merck oncology drug combination screen with 23,052 pairs across 39 cell lines. (1) Drug 1: Cn1nnc2c(C(N)=O)ncn2c1=O. Drug 2: COC1=C2CC(C)CC(OC)C(O)C(C)C=C(C)C(OC(N)=O)C(OC)C=CC=C(C)C(=O)NC(=CC1=O)C2=O. Cell line: A427. Synergy scores: synergy=34.1. (2) Drug 1: O=c1[nH]cc(F)c(=O)[nH]1. Drug 2: Cn1c(=O)n(-c2ccc(C(C)(C)C#N)cc2)c2c3cc(-c4cnc5ccccc5c4)ccc3ncc21. Cell line: SKOV3. Synergy scores: synergy=4.25. (3) Drug 1: CN1C(=O)C=CC2(C)C3CCC4(C)C(NC(=O)OCC(F)(F)F)CCC4C3CCC12. Drug 2: NC(=O)c1cccc2cn(-c3ccc(C4CCCNC4)cc3)nc12. Cell line: T47D. Synergy scores: synergy=9.46. (4) Drug 1: COc1cccc2c1C(=O)c1c(O)c3c(c(O)c1C2=O)CC(O)(C(=O)CO)CC3OC1CC(N)C(O)C(C)O1. Drug 2: COC1CC2CCC(C)C(O)(O2)C(=O)C(=O)N2CCCCC2C(=O)OC(C(C)CC2CCC(OP(C)(C)=O)C(OC)C2)CC(=O)C(C)C=C(C)C(O)C(OC)C(=O)C(C)CC(C)C=CC=CC=C1C. Cell line: MSTO. Synergy scores: synergy=16.9. (5) Drug 1: CCN(CC)CCNC(=O)c1c(C)[nH]c(C=C2C(=O)Nc3ccc(F)cc32)c1C. Drug 2: NC(=O)c1cccc2cn(-c3ccc(C4CCCNC4)cc3)nc12. Cell line: T47D. Synergy scores: synergy=17.6. (6) Drug 1: CC(=O)OC1C(=O)C2(C)C(O)CC3OCC3(OC(C)=O)C2C(OC(=O)c2ccccc2)C2(O)CC(OC(=O)C(O)C(NC(=O)c3ccccc3)c3ccccc3)C(C)=C1C2(C)C. Drug 2: C#Cc1cccc(Nc2ncnc3cc(OCCOC)c(OCCOC)cc23)c1. Cell line: CAOV3. Synergy scores: synergy=10.1. (7) Drug 1: NC1(c2ccc(-c3nc4ccn5c(=O)[nH]nc5c4cc3-c3ccccc3)cc2)CCC1. Drug 2: CCc1c2c(nc3ccc(O)cc13)-c1cc3c(c(=O)n1C2)COC(=O)C3(O)CC. Cell line: SKOV3. Synergy scores: synergy=8.74. (8) Drug 1: N#Cc1ccc(Cn2cncc2CN2CCN(c3cccc(Cl)c3)C(=O)C2)cc1. Drug 2: Cn1c(=O)n(-c2ccc(C(C)(C)C#N)cc2)c2c3cc(-c4cnc5ccccc5c4)ccc3ncc21. Cell line: A2058. Synergy scores: synergy=33.0.